This data is from Full USPTO retrosynthesis dataset with 1.9M reactions from patents (1976-2016). The task is: Predict the reactants needed to synthesize the given product. Given the product [CH:37]1([C:35]([NH:34][C:32]2[N:33]=[C:28]3[CH:27]=[CH:26][C:25]([O:24][C:23]4[CH:40]=[CH:41][C:42]([CH3:43])=[C:21]([NH:20][C:8]([C:7]5[N:3]([CH2:1][CH3:2])[N:4]=[CH:5][CH:6]=5)=[O:10])[CH:22]=4)=[CH:30][N:29]3[N:31]=2)=[O:36])[CH2:38][CH2:39]1, predict the reactants needed to synthesize it. The reactants are: [CH2:1]([N:3]1[C:7]([C:8]([OH:10])=O)=[CH:6][CH:5]=[N:4]1)[CH3:2].O1CCCC1.S(Cl)(Cl)=O.[NH2:20][C:21]1[CH:22]=[C:23]([CH:40]=[CH:41][C:42]=1[CH3:43])[O:24][C:25]1[CH:26]=[CH:27][C:28]2[N:29]([N:31]=[C:32]([NH:34][C:35]([CH:37]3[CH2:39][CH2:38]3)=[O:36])[N:33]=2)[CH:30]=1.